Dataset: Catalyst prediction with 721,799 reactions and 888 catalyst types from USPTO. Task: Predict which catalyst facilitates the given reaction. (1) Reactant: [CH3:1][O:2][CH:3]([O:16][CH3:17])[C:4]1[C:13]([CH:14]=O)=[CH:12][C:11]2[CH2:10][CH2:9][CH2:8][NH:7][C:6]=2[N:5]=1.Cl.[NH2:19][CH2:20][CH2:21][CH2:22][C:23]([O:25]C)=O.C(N(CC)CC)C.C(O[BH-](OC(=O)C)OC(=O)C)(=O)C.[Na+]. Product: [CH3:1][O:2][CH:3]([O:16][CH3:17])[C:4]1[C:13]([CH2:14][N:19]2[CH2:20][CH2:21][CH2:22][C:23]2=[O:25])=[CH:12][C:11]2[CH2:10][CH2:9][CH2:8][NH:7][C:6]=2[N:5]=1. The catalyst class is: 26. (2) Reactant: [CH2:1]1[C:14]2[C:13]3[CH:12]=[CH:11][CH:10]=[CH:9][C:8]=3[NH:7][C:6]=2[C:5]([C:15]([O:17][CH2:18][CH3:19])=[O:16])=[CH:4][NH:3][CH2:2]1.[F:20][C:21]1[CH:29]=[CH:28][C:24]([C:25](Cl)=[O:26])=[CH:23][CH:22]=1.C(O)C(N)(CO)CO. Product: [F:20][C:21]1[CH:29]=[CH:28][C:24]([C:25]([N:3]2[CH2:2][CH2:1][C:14]3[C:13]4[CH:12]=[CH:11][CH:10]=[CH:9][C:8]=4[NH:7][C:6]=3[C:5]([C:15]([O:17][CH2:18][CH3:19])=[O:16])=[CH:4]2)=[O:26])=[CH:23][CH:22]=1. The catalyst class is: 2. (3) Reactant: [CH3:1][N:2]1[C:6]([C:7]([OH:9])=O)=[CH:5][C:4]([CH3:10])=[N:3]1.[CH3:11][N:12](C)[CH:13]=[O:14].[C:16](Cl)(=O)[C:17](Cl)=O.[NH2:22][C:23]1[CH:24]=[C:25]([CH:43]=[CH:44][CH:45]=1)[O:26][C:27]1[CH:28]=[CH:29][C:30]2[N:31]([CH:33]=C(CCC(NC=O)=O)[N:35]=2)[N:32]=1. Product: [CH3:1][N:2]1[C:6]([C:7]([NH:22][C:23]2[CH:45]=[CH:44][CH:43]=[C:25]([O:26][C:27]3[CH:28]=[CH:29][C:30]4[N:31]([CH:33]=[C:11]([NH:12][C:13](=[O:14])[CH2:16][CH3:17])[N:35]=4)[N:32]=3)[CH:24]=2)=[O:9])=[CH:5][C:4]([CH3:10])=[N:3]1. The catalyst class is: 722. (4) Reactant: [O:1]=[C:2]1[N:7]([CH2:8][C:9]2[O:13][N:12]=[C:11]([CH2:14][O:15][CH2:16][CH2:17][CH3:18])[N:10]=2)[C:6]2[CH:19]=[C:20]([C:22]3[CH:27]=[CH:26][CH:25]=[CH:24][CH:23]=3)[S:21][C:5]=2[C:4](=[O:28])[N:3]1[CH:29]1[CH2:34][CH2:33][N:32](C(OC(C)(C)C)=O)[CH2:31][CH2:30]1.[F:42][C:43]([F:48])([F:47])[C:44]([OH:46])=[O:45]. Product: [F:42][C:43]([F:48])([F:47])[C:44]([OH:46])=[O:45].[C:22]1([C:20]2[S:21][C:5]3[C:4](=[O:28])[N:3]([CH:29]4[CH2:34][CH2:33][NH:32][CH2:31][CH2:30]4)[C:2](=[O:1])[N:7]([CH2:8][C:9]4[O:13][N:12]=[C:11]([CH2:14][O:15][CH2:16][CH2:17][CH3:18])[N:10]=4)[C:6]=3[CH:19]=2)[CH:27]=[CH:26][CH:25]=[CH:24][CH:23]=1. The catalyst class is: 2. (5) Reactant: [CH2:1]([O:3][C:4]1[CH:9]=[CH:8][CH:7]=[CH:6][C:5]=1[C:10]1[N:15]=[CH:14][N:13]=[C:12]([NH:16][C:17]([CH:19]2[CH2:24][CH2:23][NH:22][CH2:21][CH2:20]2)=[O:18])[CH:11]=1)[CH3:2].CCN(CC)CC.[C:32](Cl)(=[O:34])[CH3:33]. Product: [CH2:1]([O:3][C:4]1[CH:9]=[CH:8][CH:7]=[CH:6][C:5]=1[C:10]1[N:15]=[CH:14][N:13]=[C:12]([NH:16][C:17]([CH:19]2[CH2:24][CH2:23][N:22]([C:32](=[O:34])[CH3:33])[CH2:21][CH2:20]2)=[O:18])[CH:11]=1)[CH3:2]. The catalyst class is: 1. (6) Reactant: Br[C:2]1[CH:3]=[CH:4][C:5]2[O:9][C:8]([NH2:10])=[N:7][C:6]=2[CH:11]=1.FC(F)(F)S(O[C:18]1[CH2:23][CH2:22][N:21]([C:24]([O:26][C:27]([CH3:30])([CH3:29])[CH3:28])=[O:25])[CH2:20][CH:19]=1)(=O)=O.[F-].[K+].C(Cl)Cl. Product: [NH2:10][C:8]1[O:9][C:5]2[CH:4]=[CH:3][C:2]([C:18]3[CH2:23][CH2:22][N:21]([C:24]([O:26][C:27]([CH3:30])([CH3:29])[CH3:28])=[O:25])[CH2:20][CH:19]=3)=[CH:11][C:6]=2[N:7]=1. The catalyst class is: 3. (7) Reactant: Cl[C:2]1[C:7]([CH:8]=[O:9])=[C:6]([Cl:10])[N:5]=[C:4]([S:11][CH3:12])[N:3]=1.[F:13][C:14]1[CH:20]=[C:19]([F:21])[CH:18]=[C:17]([F:22])[C:15]=1[NH2:16].CCN(CC)CC.C([O-])([O-])=O.[Na+].[Na+]. Product: [Cl:10][C:6]1[C:7]([CH:8]=[O:9])=[C:2]([NH:16][C:15]2[C:14]([F:13])=[CH:20][C:19]([F:21])=[CH:18][C:17]=2[F:22])[N:3]=[C:4]([S:11][CH3:12])[N:5]=1. The catalyst class is: 22. (8) Reactant: [C:1]([O:5][C:6]([N:8]1[CH2:28][CH2:27][C:11]2[N:12]([S:22]([CH2:25][CH3:26])(=[O:24])=[O:23])[C:13]3[CH:14]=[CH:15][C:16]([C:19]([OH:21])=O)=[CH:17][C:18]=3[C:10]=2[CH2:9]1)=[O:7])([CH3:4])([CH3:3])[CH3:2].C(N(C(C)C)CC)(C)C.CN(C(ON1N=N[C:48]2[CH:49]=[CH:50][CH:51]=[N:52][C:47]1=2)=[N+](C)C)C.F[P-](F)(F)(F)(F)F.CN([CH:65]=[O:66])C. Product: [CH2:25]([S:22]([N:12]1[C:13]2[CH:14]=[CH:15][C:16]([C:19]([N:52]3[CH2:47][CH2:48][CH:49]([O:66][CH3:65])[CH2:50][CH2:51]3)=[O:21])=[CH:17][C:18]=2[C:10]2[CH2:9][N:8]([C:6]([O:5][C:1]([CH3:4])([CH3:3])[CH3:2])=[O:7])[CH2:28][CH2:27][C:11]1=2)(=[O:23])=[O:24])[CH3:26]. The catalyst class is: 4. (9) Product: [CH3:12][N:13]1[CH2:18][CH2:17][N:16]([CH2:7][C:6]2[CH:9]=[CH:10][CH:11]=[C:4]([N+:1]([O-:3])=[O:2])[CH:5]=2)[CH2:15][CH2:14]1. The catalyst class is: 21. Reactant: [N+:1]([C:4]1[CH:5]=[C:6]([CH:9]=[CH:10][CH:11]=1)[CH2:7]Cl)([O-:3])=[O:2].[CH3:12][N:13]1[CH2:18][CH2:17][NH:16][CH2:15][CH2:14]1.C(=O)([O-])[O-].[K+].[K+].